The task is: Regression/Classification. Given a drug SMILES string, predict its toxicity properties. Task type varies by dataset: regression for continuous values (e.g., LD50, hERG inhibition percentage) or binary classification for toxic/non-toxic outcomes (e.g., AMES mutagenicity, cardiotoxicity, hepatotoxicity). Dataset: herg_karim.. This data is from hERG potassium channel inhibition data for cardiac toxicity prediction from Karim et al.. The molecule is CC(=O)Nc1cc(Nc2cc(NC3CC3)n3ncc(C#N)c3n2)ccc1N(C)CCN(C)C. The result is 1 (blocker).